Task: Predict which catalyst facilitates the given reaction.. Dataset: Catalyst prediction with 721,799 reactions and 888 catalyst types from USPTO (1) Reactant: [CH3:1][O:2][C:3]1[CH:8]=[CH:7][C:6]([OH:9])=[C:5]([NH2:10])[CH:4]=1.C(=O)(O)[O-].[Na+].[Br:16][CH2:17][C:18](Br)=[O:19]. Product: [Br:16][CH2:17][C:18]([NH:10][C:5]1[CH:4]=[C:3]([O:2][CH3:1])[CH:8]=[CH:7][C:6]=1[OH:9])=[O:19]. The catalyst class is: 22. (2) Reactant: C(OC([N:8]1[CH2:12][CH2:11][C@@H:10]([C@@H:13]([OH:20])[CH:14]2[CH2:19][CH2:18][O:17][CH2:16][CH2:15]2)[CH2:9]1)=O)(C)(C)C.[H-].[Na+].[Cl:23][C:24]1[CH:29]=[CH:28][CH:27]=[C:26](F)[C:25]=1[Cl:31].CCO. Product: [Cl:23][C:24]1[C:25]([Cl:31])=[CH:26][CH:27]=[CH:28][C:29]=1[O:20][C@@H:13]([CH:14]1[CH2:15][CH2:16][O:17][CH2:18][CH2:19]1)[C@@H:10]1[CH2:11][CH2:12][NH:8][CH2:9]1. The catalyst class is: 517. (3) Reactant: [N+:1]([C:4]1[CH:9]=[CH:8][N+:7]([O-])=[CH:6][C:5]=1[NH:11][CH:12]1[CH2:17][CH2:16][N:15]([C:18]([O:20][C:21]([CH3:24])([CH3:23])[CH3:22])=[O:19])[CH2:14][CH2:13]1)([O-])=O. Product: [NH2:1][C:4]1[CH:9]=[CH:8][N:7]=[CH:6][C:5]=1[NH:11][CH:12]1[CH2:13][CH2:14][N:15]([C:18]([O:20][C:21]([CH3:24])([CH3:23])[CH3:22])=[O:19])[CH2:16][CH2:17]1. The catalyst class is: 19. (4) Reactant: [C:1]1([CH:7]=[CH:8][S:9]([NH2:12])(=[O:11])=[O:10])[CH:6]=[CH:5][CH:4]=[CH:3][CH:2]=1.[Cl:13][C:14]1[CH:22]=[CH:21][C:17]([C:18](Cl)=[O:19])=[C:16]([F:23])[CH:15]=1.O.Cl. Product: [Cl:13][C:14]1[CH:22]=[CH:21][C:17]([C:18]([NH:12][S:9]([CH:8]=[CH:7][C:1]2[CH:2]=[CH:3][CH:4]=[CH:5][CH:6]=2)(=[O:10])=[O:11])=[O:19])=[C:16]([F:23])[CH:15]=1. The catalyst class is: 12. (5) Reactant: C(OC(=O)[NH:7][C:8]1[CH:13]=[C:12]([N:14]2[CH2:19][CH2:18][S:17][CH2:16][CH2:15]2)[C:11]([C:20]([F:23])([F:22])[F:21])=[CH:10][C:9]=1[NH:24][C:25](=[O:41])[CH2:26][C:27]([C:29]1[CH:34]=[CH:33][CH:32]=[C:31]([C:35]2[O:39][N:38]=[C:37]([CH3:40])[CH:36]=2)[CH:30]=1)=O)(C)(C)C.C(O)(C(F)(F)F)=O. Product: [CH3:40][C:37]1[CH:36]=[C:35]([C:31]2[CH:30]=[C:29]([C:27]3[CH2:26][C:25](=[O:41])[NH:24][C:9]4[CH:10]=[C:11]([C:20]([F:22])([F:23])[F:21])[C:12]([N:14]5[CH2:15][CH2:16][S:17][CH2:18][CH2:19]5)=[CH:13][C:8]=4[N:7]=3)[CH:34]=[CH:33][CH:32]=2)[O:39][N:38]=1. The catalyst class is: 2. (6) Reactant: C(OC(=O)[N:7]([CH2:27][C:28](=[O:30])[CH3:29])[C:8]1[S:9][C:10]([C:13]2[CH:18]=[CH:17][N:16]=[C:15]([NH:19][C:20]3[CH:21]=[C:22]([CH3:26])[CH:23]=[CH:24][CH:25]=3)[N:14]=2)=[CH:11][CH:12]=1)(C)(C)C.Cl. Product: [C:22]1([CH3:26])[CH:23]=[CH:24][CH:25]=[C:20]([NH:19][C:15]2[N:14]=[C:13]([C:10]3[S:9][C:8]([NH:7][CH2:27][C:28](=[O:30])[CH3:29])=[CH:12][CH:11]=3)[CH:18]=[CH:17][N:16]=2)[CH:21]=1. The catalyst class is: 12. (7) Reactant: [CH3:1][C:2]1[C:6]([C:7]([NH:9][N:10]2[CH2:15][CH2:14][CH2:13][CH2:12][CH2:11]2)=[O:8])=[N:5][N:4]([C:16]2[CH:17]=[CH:18][C:19]([Cl:23])=[CH:20][C:21]=2[Cl:22])[C:3]=1[C:24]1[CH:25]=[CH:26][C:27]([Cl:30])=[CH:28][CH:29]=1.S([O-])(O)(=O)=O.N. Product: [CH3:1][C:2]1[C:6]([C:7]([NH:9][N:10]2[CH2:11][CH2:12][CH2:13][CH2:14][CH2:15]2)=[O:8])=[N:5][N:4]([C:16]2[CH:17]=[CH:18][C:19]([Cl:23])=[CH:20][C:21]=2[Cl:22])[C:3]=1[C:24]1[CH:25]=[CH:26][C:27]([Cl:30])=[CH:28][CH:29]=1. The catalyst class is: 6.